From a dataset of Catalyst prediction with 721,799 reactions and 888 catalyst types from USPTO. Predict which catalyst facilitates the given reaction. (1) Reactant: Cl[C:2]1[C:3]([Cl:28])=[CH:4][C:5]2[N:10]3[CH:11]=[N:12][N:13]=[C:9]3[C:8]([N:14]3[CH2:19][CH2:18][N:17]([C:20]([O:22][C:23]([CH3:26])([CH3:25])[CH3:24])=[O:21])[CH2:16][CH2:15]3)=[N:7][C:6]=2[N:27]=1.[CH3:29][CH2:30][O-:31].[Na+]. Product: [Cl:28][C:3]1[C:2]([O:31][CH2:30][CH3:29])=[N:27][C:6]2[N:7]=[C:8]([N:14]3[CH2:15][CH2:16][N:17]([C:20]([O:22][C:23]([CH3:24])([CH3:26])[CH3:25])=[O:21])[CH2:18][CH2:19]3)[C:9]3[N:10]([CH:11]=[N:12][N:13]=3)[C:5]=2[CH:4]=1. The catalyst class is: 14. (2) Reactant: CN(C(ON1N=NC2C=CC=NC1=2)=[N+](C)C)C.F[P-](F)(F)(F)(F)F.Cl.Cl.Cl.[Cl:28][C:29]1[N:34]=[CH:33][C:32]([C:35]2[NH:39][C:38]([C@@H:40]3[CH2:44][CH2:43][CH2:42][NH:41]3)=[N:37][CH:36]=2)=[CH:31][N:30]=1.[N:45]1[CH:50]=[CH:49][CH:48]=[C:47]([CH2:51][C:52](O)=[O:53])[CH:46]=1.CCN(C(C)C)C(C)C. Product: [Cl:28][C:29]1[N:34]=[CH:33][C:32]([C:35]2[NH:39][CH:38]=[N:37][CH:36]=2)=[CH:31][N:30]=1.[N:41]1([CH:51]([C:47]2[CH:46]=[N:45][CH:50]=[CH:49][CH:48]=2)[CH:52]=[O:53])[CH2:40][CH2:44][CH2:43][CH2:42]1. The catalyst class is: 3. (3) Reactant: [F:1][C:2]1[CH:3]=[C:4]([C:12]2[CH:22]=[C:21]([C:23](O)=[O:24])[C:15]3[O:16][CH2:17][CH2:18][CH2:19][CH2:20][C:14]=3[CH:13]=2)[CH:5]=[C:6]([C:8](=[O:11])[NH:9][CH3:10])[CH:7]=1.[NH2:26][CH:27]([CH2:33][C:34]1[C:42]2[C:37](=[CH:38][C:39]([F:44])=[C:40]([F:43])[CH:41]=2)[NH:36][CH:35]=1)[C:28]([O:30][CH2:31][CH3:32])=[O:29].C(Cl)CCl.C1C=CC2N(O)N=NC=2C=1. Product: [CH2:31]([O:30][C:28](=[O:29])[CH:27]([NH:26][C:23]([C:21]1[C:15]2[O:16][CH2:17][CH2:18][CH2:19][CH2:20][C:14]=2[CH:13]=[C:12]([C:4]2[CH:5]=[C:6]([C:8](=[O:11])[NH:9][CH3:10])[CH:7]=[C:2]([F:1])[CH:3]=2)[CH:22]=1)=[O:24])[CH2:33][C:34]1[C:42]2[C:37](=[CH:38][C:39]([F:44])=[C:40]([F:43])[CH:41]=2)[NH:36][CH:35]=1)[CH3:32]. The catalyst class is: 338. (4) Reactant: [H-].[Na+].[Cl:3][C:4]1[CH:9]=[CH:8][C:7]([N:10]2[C:19](=[O:20])[C:18]3[C:13](=[CH:14][CH:15]=[CH:16][CH:17]=3)[N:12]=[C:11]2[C:21]2[CH:22]=[C:23]3[C:27](=[CH:28][CH:29]=2)[NH:26][CH:25]=[CH:24]3)=[CH:6][CH:5]=1.[CH3:30]I. Product: [Cl:3][C:4]1[CH:9]=[CH:8][C:7]([N:10]2[C:19](=[O:20])[C:18]3[C:13](=[CH:14][CH:15]=[CH:16][CH:17]=3)[N:12]=[C:11]2[C:21]2[CH:22]=[C:23]3[C:27](=[CH:28][CH:29]=2)[N:26]([CH3:30])[CH:25]=[CH:24]3)=[CH:6][CH:5]=1. The catalyst class is: 1. (5) Reactant: [CH:1]([C:4]1[CH:5]=[C:6]([OH:10])[CH:7]=[CH:8][CH:9]=1)([CH3:3])[CH3:2].C(=O)([O-])[O-].[K+].[K+].[CH2:17](Br)[C:18]1[CH:23]=[CH:22][CH:21]=[CH:20][CH:19]=1. Product: [CH:1]([C:4]1[CH:9]=[CH:8][CH:7]=[C:6]([O:10][CH2:17][C:18]2[CH:23]=[CH:22][CH:21]=[CH:20][CH:19]=2)[CH:5]=1)([CH3:3])[CH3:2]. The catalyst class is: 21. (6) Reactant: [H-].[Na+].[C:3]([O:7][C:8](=[O:18])[NH:9][C@H:10]1[CH2:15][CH2:14][C@H:13]([CH2:16][OH:17])[CH2:12][CH2:11]1)([CH3:6])([CH3:5])[CH3:4].O1CCOCCOCCOCCOCC1.[Cl:34][C:35]1[CH:40]=[C:39]([Cl:41])[N:38]=[C:37](S(C)(=O)=O)[N:36]=1.[Cl-].[NH4+]. Product: [C:3]([O:7][C:8](=[O:18])[NH:9][C@H:10]1[CH2:11][CH2:12][C@H:13]([CH2:16][O:17][C:37]2[N:38]=[C:39]([Cl:41])[CH:40]=[C:35]([Cl:34])[N:36]=2)[CH2:14][CH2:15]1)([CH3:6])([CH3:4])[CH3:5]. The catalyst class is: 216. (7) Reactant: [F:1][C:2]1[CH:7]=[C:6]([F:8])[CH:5]=[CH:4][C:3]=1[N:9]1[C:13]([C:14]2[S:23][C:22]3[C:21]4[N:24]=[C:25]([NH2:28])[CH:26]=[CH:27][C:20]=4[O:19][CH2:18][CH2:17][C:16]=3[CH:15]=2)=[N:12][CH:11]=[N:10]1.[H-].[Na+].BrC[CH2:33][C:34]([O:36][C:37]([CH3:40])([CH3:39])[CH3:38])=[O:35]. The catalyst class is: 1. Product: [C:37]([O:36][C:34](=[O:35])[CH2:33][NH:28][C:25]1[CH:26]=[CH:27][C:20]2[O:19][CH2:18][CH2:17][C:16]3[CH:15]=[C:14]([C:13]4[N:9]([C:3]5[CH:4]=[CH:5][C:6]([F:8])=[CH:7][C:2]=5[F:1])[N:10]=[CH:11][N:12]=4)[S:23][C:22]=3[C:21]=2[N:24]=1)([CH3:40])([CH3:39])[CH3:38]. (8) Reactant: [N+:1]([C:4]1[CH:21]=[CH:20][C:7]2[N:8]=[C:9]([NH:11][C:12](=[O:19])[C:13]3[CH:18]=[CH:17][N:16]=[CH:15][CH:14]=3)[S:10][C:6]=2[CH:5]=1)([O-])=O.CN(C)C=O. Product: [NH2:1][C:4]1[CH:21]=[CH:20][C:7]2[N:8]=[C:9]([NH:11][C:12](=[O:19])[C:13]3[CH:14]=[CH:15][N:16]=[CH:17][CH:18]=3)[S:10][C:6]=2[CH:5]=1. The catalyst class is: 78.